This data is from NCI-60 drug combinations with 297,098 pairs across 59 cell lines. The task is: Regression. Given two drug SMILES strings and cell line genomic features, predict the synergy score measuring deviation from expected non-interaction effect. (1) Drug 1: CCC(=C(C1=CC=CC=C1)C2=CC=C(C=C2)OCCN(C)C)C3=CC=CC=C3.C(C(=O)O)C(CC(=O)O)(C(=O)O)O. Drug 2: C1C(C(OC1N2C=NC3=C2NC=NCC3O)CO)O. Cell line: MOLT-4. Synergy scores: CSS=30.0, Synergy_ZIP=1.04, Synergy_Bliss=1.14, Synergy_Loewe=2.97, Synergy_HSA=1.39. (2) Drug 1: C1=CC(=C2C(=C1NCCNCCO)C(=O)C3=C(C=CC(=C3C2=O)O)O)NCCNCCO. Drug 2: CCC1(CC2CC(C3=C(CCN(C2)C1)C4=CC=CC=C4N3)(C5=C(C=C6C(=C5)C78CCN9C7C(C=CC9)(C(C(C8N6C)(C(=O)OC)O)OC(=O)C)CC)OC)C(=O)OC)O.OS(=O)(=O)O. Cell line: ACHN. Synergy scores: CSS=60.4, Synergy_ZIP=-0.215, Synergy_Bliss=1.93, Synergy_Loewe=2.38, Synergy_HSA=5.26.